From a dataset of Reaction yield outcomes from USPTO patents with 853,638 reactions. Predict the reaction yield, written as a fraction of the theoretical maximum amount of product (1.0 means a 100% yield; for example, 0.34 means a 34% yield). (1) The reactants are O[C:2]1[C:11]2[C:6](=[N:7][CH:8]=[CH:9][CH:10]=2)[N:5]([C:12]2[CH:17]=[CH:16][CH:15]=[C:14]([N+:18]([O-:20])=[O:19])[CH:13]=2)[C:4](=[O:21])[CH:3]=1.[H-].[Na+].[H][H].[C:26]1([CH2:32][C:33](Cl)=O)[CH:31]=[CH:30][CH:29]=[CH:28][CH:27]=1.Cl.O.[NH2:38][NH2:39]. The catalyst is CN(C=O)C.O. The product is [CH2:32]([C:33]1[C:3]2[C:4](=[O:21])[N:5]([C:12]3[CH:17]=[CH:16][CH:15]=[C:14]([N+:18]([O-:20])=[O:19])[CH:13]=3)[C:6]3[N:7]=[CH:8][CH:9]=[CH:10][C:11]=3[C:2]=2[NH:39][N:38]=1)[C:26]1[CH:31]=[CH:30][CH:29]=[CH:28][CH:27]=1. The yield is 0.450. (2) The yield is 0.530. The product is [Br:1][C:2]1[CH:3]=[C:4]2[C:9](=[CH:10][CH:11]=1)[N:8]([S:27]([CH3:26])(=[O:29])=[O:28])[CH2:7][N:6]1[C:12]3[CH:13]=[CH:14][CH:15]=[CH:16][C:17]=3[CH:18]=[C:5]21. The catalyst is C(Cl)Cl. The reactants are [Br:1][C:2]1[CH:3]=[C:4]2[C:9](=[CH:10][CH:11]=1)[NH:8][CH2:7][N:6]1[C:12]3[CH:13]=[CH:14][CH:15]=[CH:16][C:17]=3[CH:18]=[C:5]21.C(N(CC)CC)C.[CH3:26][S:27](Cl)(=[O:29])=[O:28]. (3) The reactants are [CH2:1]([O:7][C:8]([O:12][CH2:13][CH2:14][CH2:15][CH2:16][CH2:17][CH3:18])([CH3:11])[CH2:9][OH:10])[CH2:2][CH2:3][CH2:4][CH2:5][CH3:6].N1C=CC=CC=1.[S:25](Cl)([O:27][CH2:28][CH3:29])=[O:26]. The yield is 0.880. The catalyst is C(Cl)Cl. The product is [S:25]([O:27][CH2:28][CH3:29])([O:10][CH2:9][C:8]([O:7][CH2:1][CH2:2][CH2:3][CH2:4][CH2:5][CH3:6])([O:12][CH2:13][CH2:14][CH2:15][CH2:16][CH2:17][CH3:18])[CH3:11])=[O:26]. (4) The reactants are [CH3:1][O:2][C:3]1[CH:4]=[C:5]2[C:10](=[C:11]3[CH2:15][C:14]([CH3:17])([CH3:16])[O:13][C:12]=13)[C:9]([C:18]1[CH:19]=[C:20]([CH:23]=[CH:24][CH:25]=1)[C:21]#[N:22])=[N:8][CH2:7][C:6]2([CH3:27])[CH3:26].[OH-:28].[Na+].OO. The catalyst is CO. The product is [CH3:1][O:2][C:3]1[CH:4]=[C:5]2[C:10](=[C:11]3[CH2:15][C:14]([CH3:17])([CH3:16])[O:13][C:12]=13)[C:9]([C:18]1[CH:19]=[C:20]([CH:23]=[CH:24][CH:25]=1)[C:21]([NH2:22])=[O:28])=[N:8][CH2:7][C:6]2([CH3:27])[CH3:26]. The yield is 0.590. (5) The reactants are NC1C(OC)=CC2C(=O)N(C)CCCC=2C=1.[NH2:17][C:18]1[C:23]2[C:24](=[O:30])[N:25]([CH3:29])[CH2:26][CH2:27][CH2:28][C:22]=2[CH:21]=[CH:20][C:19]=1[O:31][CH3:32].Cl.COCCO.Cl[C:40]1[N:45]=[C:44]([NH:46][C:47]2[CH:56]=[CH:55][CH:54]=[CH:53][C:48]=2[C:49]([NH:51][CH3:52])=[O:50])[C:43]([Cl:57])=[CH:42][N:41]=1. The catalyst is O1CCOCC1. The product is [Cl:57][C:43]1[C:44]([NH:46][C:47]2[CH:56]=[CH:55][CH:54]=[CH:53][C:48]=2[C:49]([NH:51][CH3:52])=[O:50])=[N:45][C:40]([NH:17][C:18]2[C:23]3[C:24](=[O:30])[N:25]([CH3:29])[CH2:26][CH2:27][CH2:28][C:22]=3[CH:21]=[CH:20][C:19]=2[O:31][CH3:32])=[N:41][CH:42]=1. The yield is 0.210. (6) The reactants are [C:1]([O:5][C:6]([NH:8][CH:9]([C@H:22]([CH3:30])[CH2:23][CH:24]([CH3:29])[CH2:25][CH2:26][CH:27]=[CH2:28])[C:10]([N:12]1[CH2:16][C@H:15]([OH:17])[CH2:14][C@H:13]1[C:18]([O:20]C)=[O:19])=[O:11])=[O:7])([CH3:4])([CH3:3])[CH3:2].[Li+].[OH-].CO. The catalyst is C1COCC1.O. The product is [C:1]([O:5][C:6]([NH:8][CH:9]([C@H:22]([CH3:30])[CH2:23][CH:24]([CH3:29])[CH2:25][CH2:26][CH:27]=[CH2:28])[C:10]([N:12]1[CH2:16][C@H:15]([OH:17])[CH2:14][C@H:13]1[C:18]([OH:20])=[O:19])=[O:11])=[O:7])([CH3:4])([CH3:3])[CH3:2]. The yield is 0.850. (7) The reactants are [F:1][C:2]1[CH:3]=[C:4]([CH:12]([CH3:17])[C:13]([O:15]C)=[O:14])[CH:5]=[CH:6][C:7]=1[S:8]([CH3:11])(=[O:10])=[O:9].[OH-].[Na+].C(OCC)(=O)C.CCCCCC.Cl. The catalyst is CO.O. The yield is 0.850. The product is [F:1][C:2]1[CH:3]=[C:4]([CH:12]([CH3:17])[C:13]([OH:15])=[O:14])[CH:5]=[CH:6][C:7]=1[S:8]([CH3:11])(=[O:10])=[O:9].